This data is from TCR-epitope binding with 47,182 pairs between 192 epitopes and 23,139 TCRs. The task is: Binary Classification. Given a T-cell receptor sequence (or CDR3 region) and an epitope sequence, predict whether binding occurs between them. (1) The epitope is RLQSLQTYV. The TCR CDR3 sequence is CTSSQVTLPTETQYF. Result: 0 (the TCR does not bind to the epitope). (2) The epitope is KRWIILGLNK. The TCR CDR3 sequence is CSARDPPRGSGVMDEQFF. Result: 1 (the TCR binds to the epitope). (3) The epitope is GILGFVFTL. The TCR CDR3 sequence is CASSRVGTTYEQYF. Result: 1 (the TCR binds to the epitope). (4) The epitope is KRWIILGLNK. The TCR CDR3 sequence is CASSSTGWSTDTQYF. Result: 0 (the TCR does not bind to the epitope). (5) The epitope is NLVPMVATV. The TCR CDR3 sequence is CSARTEGILTTGEAQYF. Result: 0 (the TCR does not bind to the epitope). (6) Result: 0 (the TCR does not bind to the epitope). The TCR CDR3 sequence is CASSLEPGVFLYSNQPQHF. The epitope is NLSALGIFST.